This data is from Full USPTO retrosynthesis dataset with 1.9M reactions from patents (1976-2016). The task is: Predict the reactants needed to synthesize the given product. (1) Given the product [Br:1][C:2]1[C:7](=[O:8])[N:6]2[C:9]([CH3:13])=[CH:10][CH:11]=[CH:12][C:5]2=[N:4][C:3]=1[CH:14]([OH:15])[CH3:16], predict the reactants needed to synthesize it. The reactants are: [Br:1][C:2]1[C:7](=[O:8])[N:6]2[C:9]([CH3:13])=[CH:10][CH:11]=[CH:12][C:5]2=[N:4][C:3]=1[CH:14]=[O:15].[CH3:16][Mg]Br.CCOCC. (2) Given the product [C:48]([O:47][C@@H:42]([C:12]1[C:13]([CH3:41])=[C:14]([CH3:40])[C:15]2=[N:19][C:18]3=[CH:17][N:16]2[C:11]=1[N:8]1[CH2:9][CH2:10][C:5]([CH3:52])([O:4][CH2:1][CH:2]=[CH:3][CH2:34][C@H:33]([CH3:35])[O:32][C:31]2[CH:30]=[C:29]([F:38])[CH:28]=[C:27]([F:39])[C:26]=2[C:22]2[CH:21]=[C:20]3[CH:25]=[CH:24][CH:23]=2)[CH2:6][CH2:7]1)[C:43]([O:45][CH3:46])=[O:44])([CH3:50])([CH3:51])[CH3:49], predict the reactants needed to synthesize it. The reactants are: [CH2:1]([O:4][C:5]1([CH3:52])[CH2:10][CH2:9][N:8]([C:11]2[N:16]3[CH:17]=[C:18]([C:20]4[CH:21]=[C:22]([C:26]5[C:31]([O:32][C@H:33]([CH2:35]C=C)[CH3:34])=[CH:30][C:29]([F:38])=[CH:28][C:27]=5[F:39])[CH:23]=[CH:24][CH:25]=4)[N:19]=[C:15]3[C:14]([CH3:40])=[C:13]([CH3:41])[C:12]=2[C@H:42]([O:47][C:48]([CH3:51])([CH3:50])[CH3:49])[C:43]([O:45][CH3:46])=[O:44])[CH2:7][CH2:6]1)[CH:2]=[CH2:3].C(O[C@@H](C1C(C)=CC2=NC3=CN2C=1N1CCC(C)(OCC=CC[C@H](C)OC2C=C(F)C=CC=2C2C=C3C=CC=2)CC1)C(OC)=O)(C)(C)C. (3) Given the product [Br:3][C:4]1[CH:5]=[C:6]([Cl:12])[C:7]([O:11][CH3:13])=[CH:8][C:9]=1[Cl:10], predict the reactants needed to synthesize it. The reactants are: CI.[Br:3][C:4]1[C:9]([Cl:10])=[CH:8][C:7]([OH:11])=[C:6]([Cl:12])[CH:5]=1.[C:13](=O)([O-])[O-].[K+].[K+]. (4) Given the product [CH3:32][O:33][NH:34][C:23]([C:20]1[CH:21]=[C:22]2[C:17](=[CH:18][C:19]=1[O:26][CH3:27])[N:16]=[CH:15][CH:14]=[C:13]2[O:12][C:11]1[CH:28]=[CH:29][C:8]([NH:7][C:5]([NH:4][CH:1]2[CH2:3][CH2:2]2)=[O:6])=[C:9]([CH3:30])[CH:10]=1)=[O:25], predict the reactants needed to synthesize it. The reactants are: [CH:1]1([NH:4][C:5]([NH:7][C:8]2[CH:29]=[CH:28][C:11]([O:12][C:13]3[C:22]4[C:17](=[CH:18][C:19]([O:26][CH3:27])=[C:20]([C:23]([OH:25])=O)[CH:21]=4)[N:16]=[CH:15][CH:14]=3)=[CH:10][C:9]=2[CH3:30])=[O:6])[CH2:3][CH2:2]1.Cl.[CH3:32][O:33][NH2:34]. (5) Given the product [F:1][CH:2]([F:14])[CH2:3][O:4][C:5]1[C:6]([CH3:13])=[CH:7][C:8](/[CH:11]=[N:21]/[S@@:19]([C:16]([CH3:18])([CH3:17])[CH3:15])=[O:20])=[N:9][CH:10]=1, predict the reactants needed to synthesize it. The reactants are: [F:1][CH:2]([F:14])[CH2:3][O:4][C:5]1[C:6]([CH3:13])=[CH:7][C:8]([CH:11]=O)=[N:9][CH:10]=1.[CH3:15][C:16]([S@:19]([NH2:21])=[O:20])([CH3:18])[CH3:17]. (6) The reactants are: [CH2:1]([O:3][C:4]([C:6]1[C:7]([O:24][C:25](=[O:30])[C:26]([CH3:29])([CH3:28])[CH3:27])=[C:8]2[C:14]([CH3:15])=[C:13]([CH3:16])[N:12]([CH2:17]C3C=CC=CC=3)[C:9]2=[CH:10][N:11]=1)=[O:5])[CH3:2].C(OC(C1C(OC(=O)C(C)(C)C)=C2C(Br)=C(Br)N(C)C2=CN=1)=O)C. Given the product [CH2:1]([O:3][C:4]([C:6]1[C:7]([O:24][C:25](=[O:30])[C:26]([CH3:29])([CH3:28])[CH3:27])=[C:8]2[C:14]([CH3:15])=[C:13]([CH3:16])[N:12]([CH3:17])[C:9]2=[CH:10][N:11]=1)=[O:5])[CH3:2], predict the reactants needed to synthesize it.